From a dataset of Full USPTO retrosynthesis dataset with 1.9M reactions from patents (1976-2016). Predict the reactants needed to synthesize the given product. (1) Given the product [NH2:2][CH2:1][C:3]1[CH:4]=[CH:5][C:6]2[O:10][C:9]([C:11]([NH:13][CH:14]([C:19]3[CH:24]=[CH:23][CH:22]=[C:21]([C:25]([F:28])([F:26])[F:27])[CH:20]=3)[C:15]([F:16])([F:17])[F:18])=[O:12])=[CH:8][C:7]=2[CH:29]=1, predict the reactants needed to synthesize it. The reactants are: [C:1]([C:3]1[CH:4]=[CH:5][C:6]2[O:10][C:9]([C:11]([NH:13][CH:14]([C:19]3[CH:24]=[CH:23][CH:22]=[C:21]([C:25]([F:28])([F:27])[F:26])[CH:20]=3)[C:15]([F:18])([F:17])[F:16])=[O:12])=[CH:8][C:7]=2[CH:29]=1)#[N:2].Cl. (2) Given the product [CH3:1][O:2][C:3]1[CH:4]=[CH:5][C:6]([CH:9]([C:15](=[O:17])[CH3:16])[C:10]([O:12][CH2:13][CH3:14])=[O:11])=[CH:7][CH:8]=1, predict the reactants needed to synthesize it. The reactants are: [CH3:1][O:2][C:3]1[CH:8]=[CH:7][C:6]([CH2:9][C:10]([O:12][CH2:13][CH3:14])=[O:11])=[CH:5][CH:4]=1.[C:15](OCC)(=[O:17])[CH3:16]. (3) Given the product [NH2:8][CH2:9][CH2:10][NH:11][C:12](=[O:29])[CH2:13][CH2:14][CH2:15][C:16]([NH:18][CH2:19][CH2:20][NH2:21])=[O:17], predict the reactants needed to synthesize it. The reactants are: C(OC([NH:8][CH2:9][CH2:10][NH:11][C:12](=[O:29])[CH2:13][CH2:14][CH2:15][C:16]([NH:18][CH2:19][CH2:20][NH:21]C(OC(C)(C)C)=O)=[O:17])=O)(C)(C)C.FC(F)(F)C(O)=O. (4) Given the product [F:1][C:2]1[CH:7]=[CH:6][C:5]([C:8]2[C:9]([C:32]3[CH:33]=[CH:34][N:35]=[CH:36][CH:37]=3)=[N:10][N:11]3[C:16]([C:17]4[CH:22]=[CH:21][C:20]([N:23]5[CH2:28][C@@H:27]6[CH2:29][C@H:24]5[CH2:25][N:26]6[CH3:30])=[CH:19][C:18]=4[CH3:31])=[CH:15][CH:14]=[N:13][C:12]=23)=[CH:4][C:3]=1[OH:38], predict the reactants needed to synthesize it. The reactants are: [F:1][C:2]1[CH:7]=[CH:6][C:5]([C:8]2[C:9]([C:32]3[CH:37]=[CH:36][N:35]=[CH:34][CH:33]=3)=[N:10][N:11]3[C:16]([C:17]4[CH:22]=[CH:21][C:20]([N:23]5[CH2:28][C@@H:27]6[CH2:29][C@H:24]5[CH2:25][N:26]6[CH3:30])=[CH:19][C:18]=4[CH3:31])=[CH:15][CH:14]=[N:13][C:12]=23)=[CH:4][C:3]=1[O:38]C.B(Br)(Br)Br.